Predict which catalyst facilitates the given reaction. From a dataset of Catalyst prediction with 721,799 reactions and 888 catalyst types from USPTO. Reactant: [F:1][C:2]1[CH:3]=[CH:4][C:5]([C:21]([N:23]2[CH2:28][CH2:27][O:26][CH2:25][CH2:24]2)=[O:22])=[C:6]2[C:10]=1[NH:9][C:8]1[C:11]([CH2:18][CH:19]=[O:20])([CH2:15][CH2:16][CH3:17])[O:12][CH2:13][CH2:14][C:7]2=1.O.[O-:30]Cl=O.[Na+].Cl. Product: [F:1][C:2]1[CH:3]=[CH:4][C:5]([C:21]([N:23]2[CH2:24][CH2:25][O:26][CH2:27][CH2:28]2)=[O:22])=[C:6]2[C:10]=1[NH:9][C:8]1[C:11]([CH2:18][C:19]([OH:30])=[O:20])([CH2:15][CH2:16][CH3:17])[O:12][CH2:13][CH2:14][C:7]2=1. The catalyst class is: 16.